The task is: Predict the product of the given reaction.. This data is from Forward reaction prediction with 1.9M reactions from USPTO patents (1976-2016). Given the reactants [CH2:1]([N:8]1[C:13](=[O:14])[C:12]([CH2:15][C:16]2[CH:21]=[CH:20][C:19]([F:22])=[CH:18][CH:17]=2)=[C:11]([C:23]2[CH:28]=[CH:27][C:26]([S:29](C)(=[O:31])=[O:30])=[CH:25][CH:24]=2)[CH:10]=[N:9]1)[C:2]1[CH:7]=[CH:6][CH:5]=[CH:4][CH:3]=1.[NH3:33], predict the reaction product. The product is: [CH2:1]([N:8]1[C:13](=[O:14])[C:12]([CH2:15][C:16]2[CH:21]=[CH:20][C:19]([F:22])=[CH:18][CH:17]=2)=[C:11]([C:23]2[CH:28]=[CH:27][C:26]([S:29]([NH2:33])(=[O:31])=[O:30])=[CH:25][CH:24]=2)[CH:10]=[N:9]1)[C:2]1[CH:7]=[CH:6][CH:5]=[CH:4][CH:3]=1.